From a dataset of Catalyst prediction with 721,799 reactions and 888 catalyst types from USPTO. Predict which catalyst facilitates the given reaction. (1) Reactant: OC(C(F)(F)F)=O.[C:8]([O:27][CH2:28][CH2:29][NH:30][CH2:31][CH2:32][O:33][C:34](=[O:52])[CH2:35][CH2:36][CH2:37][CH2:38][CH2:39][CH2:40][CH2:41]/[CH:42]=[CH:43]\[CH2:44][CH2:45][CH2:46][CH2:47][CH2:48][CH2:49][CH2:50][CH3:51])(=[O:26])[CH2:9][CH2:10][CH2:11][CH2:12][CH2:13][CH2:14][CH2:15]/[CH:16]=[CH:17]\[CH2:18][CH2:19][CH2:20][CH2:21][CH2:22][CH2:23][CH2:24][CH3:25].Cl.[CH3:54][N:55]([CH3:61])[CH2:56][CH2:57][C:58](O)=[O:59].CN(C(ON1N=NC2C=CC=NC1=2)=[N+](C)C)C.F[P-](F)(F)(F)(F)F.CCN(C(C)C)C(C)C. Product: [C:8]([O:27][CH2:28][CH2:29][N:30]([C:58](=[O:59])[CH2:57][CH2:56][N:55]([CH3:61])[CH3:54])[CH2:31][CH2:32][O:33][C:34](=[O:52])[CH2:35][CH2:36][CH2:37][CH2:38][CH2:39][CH2:40][CH2:41]/[CH:42]=[CH:43]\[CH2:44][CH2:45][CH2:46][CH2:47][CH2:48][CH2:49][CH2:50][CH3:51])(=[O:26])[CH2:9][CH2:10][CH2:11][CH2:12][CH2:13][CH2:14][CH2:15]/[CH:16]=[CH:17]\[CH2:18][CH2:19][CH2:20][CH2:21][CH2:22][CH2:23][CH2:24][CH3:25]. The catalyst class is: 2. (2) Reactant: Cl[C:2]1[CH:7]=[CH:6][C:5](=[O:8])[N:4]([CH2:9][CH2:10][NH:11][C:12](=[O:18])[O:13][C:14]([CH3:17])([CH3:16])[CH3:15])[N:3]=1.[CH3:19][C:20]1[CH:21]=[C:22](B(O)O)[S:23][CH:24]=1.C([O-])([O-])=O.[Na+].[Na+]. Product: [CH3:19][C:20]1[CH:21]=[C:22]([C:2]2[CH:7]=[CH:6][C:5](=[O:8])[N:4]([CH2:9][CH2:10][NH:11][C:12](=[O:18])[O:13][C:14]([CH3:17])([CH3:16])[CH3:15])[N:3]=2)[S:23][CH:24]=1. The catalyst class is: 438.